Dataset: Experimentally validated miRNA-target interactions with 360,000+ pairs, plus equal number of negative samples. Task: Binary Classification. Given a miRNA mature sequence and a target amino acid sequence, predict their likelihood of interaction. (1) The miRNA is cel-miR-124-3p with sequence UAAGGCACGCGGUGAAUGCCA. The protein sequence of the target gene is MLRAVSTSFGTARAASAVAKKNMPNIVLVDAVRTPFVVSGTVFKDLMAVDLQKEAIKALVEKTKLPYEQLDHIICGTVIQECKTSNIAREAALLAGVPDKIPAHTVTLACISSNVAMTTGMGMLATGNANAIIAGGVELLSDVPIRYNRNARKAMLGMNKAKDVPSKLKIGGQIVKNLLSPELPAVAEFSTGETMGHSGDRLAAAFNVSRREQDEFAIRSHTLASEAAKNGKFTDVVPVFLDGKKPKTIKEDNGIRVSTLEKLSSLKPAFVKPHGTVTAANASYLTDGASAALIMTEEYA.... Result: 1 (interaction). (2) The miRNA is mmu-miR-343 with sequence UCUCCCUUCAUGUGCCCAGA. The protein sequence of the target gene is MHLRRVKTMPRHSQSLTMAPYSSVSLVEQLEDRILCHEKTTAALVEHAFRIKDDIVSSLQKMQNKGGGDRLARLFLEEHIRNITAIVKQLNRDIEVLQEQIRARDNISYGTNSALKTLEMRQLSGLGDLRGRVARCDASIARLSAEHKSTYEGLQHLNKEQQAAKLILETKIKDAEGQISQLLSRVDLSISEQSTKLKMSHRDSNHQLQLLDTKFKGTVEELSNQILSARSWLQQEQERIEKELLQKIDHLSLIVKENSGANERDVEKKLSQMSARLDKIEESQKRNAEGQRKPDEEKVH.... Result: 1 (interaction). (3) The miRNA is hsa-miR-30c-1-3p with sequence CUGGGAGAGGGUUGUUUACUCC. The protein sequence of the target gene is MLSRAVCGTSRQLAPVLGYLGSRQKHSLPDLPYDYGALEPHINAQIMQLHHSKHHAAYVNNLNVTEEKYQEALAKGDVTAQIALQPALKFNGGGHINHSIFWTNLSPNGGGEPKGELLEAIKRDFGSFDKFKEKLTAASVGVQGSGWGWLGFNKERGHLQIAACPNQDPLQGTTGLIPLLGIDVWEHAYYLQYKNVRPDYLKAIWNVINWENVTERYMACKK. Result: 1 (interaction).